From a dataset of Catalyst prediction with 721,799 reactions and 888 catalyst types from USPTO. Predict which catalyst facilitates the given reaction. (1) Reactant: [CH3:1][C:2]1[N:3]=[C:4]([C:12]2[CH:17]=[CH:16][C:15]([O:18][CH:19]([CH3:21])[CH3:20])=[C:14]([N:22]3[CH:26]=[CH:25][N:24]=[N:23]3)[CH:13]=2)[S:5][C:6]=1[C:7]([O:9]CC)=[O:8].[OH-].[Na+].Cl.O. Product: [CH3:1][C:2]1[N:3]=[C:4]([C:12]2[CH:17]=[CH:16][C:15]([O:18][CH:19]([CH3:21])[CH3:20])=[C:14]([N:22]3[CH:26]=[CH:25][N:24]=[N:23]3)[CH:13]=2)[S:5][C:6]=1[C:7]([OH:9])=[O:8]. The catalyst class is: 83. (2) Reactant: [CH3:1][Mg]Br.[OH:4][C:5]1[CH:10]=[CH:9][C:8]([O:11][CH3:12])=[CH:7][C:6]=1[C:13](=[O:15])[CH3:14]. Product: [OH:15][C:13]([C:6]1[CH:7]=[C:8]([O:11][CH3:12])[CH:9]=[CH:10][C:5]=1[OH:4])([CH3:1])[CH3:14]. The catalyst class is: 1. (3) Reactant: C([Li])(C)(C)C.Br[C:7]1[CH:12]=[CH:11][N:10]=[C:9]([O:13][CH2:14][C:15]([F:18])([F:17])F)[CH:8]=1.[Br:19][C:20]1[CH:21]=[C:22]([C:26]([C:34]2[C:35]([C:40]#[N:41])=[N:36][CH:37]=[CH:38][CH:39]=2)=[N:27]S(C(C)(C)C)=O)[CH:23]=[CH:24][CH:25]=1.Cl. Product: [Br:19][C:20]1[CH:21]=[C:22]([C:26]2([C:7]3[CH:12]=[CH:11][N:10]=[C:9]([O:13][CH:14]=[C:15]([F:17])[F:18])[CH:8]=3)[C:34]3[C:35](=[N:36][CH:37]=[CH:38][CH:39]=3)[C:40]([NH2:41])=[N:27]2)[CH:23]=[CH:24][CH:25]=1. The catalyst class is: 1. (4) Reactant: [OH:1][C:2]1[CH:3]=[C:4]([C:8]2[N:9]=[CH:10][N:11](C(OC(C)(C)C)=O)[CH:12]=2)[CH:5]=[CH:6][CH:7]=1.C(=O)([O-])[O-].[K+].[K+].Br[CH2:27][C:28]([O:30][CH3:31])=[O:29]. Product: [NH:11]1[CH:12]=[C:8]([C:4]2[CH:3]=[C:2]([CH:7]=[CH:6][CH:5]=2)[O:1][CH2:27][C:28]([O:30][CH3:31])=[O:29])[N:9]=[CH:10]1. The catalyst class is: 10. (5) Reactant: [CH3:1][O:2][C:3]1[CH:16]=[CH:15][C:6]([CH2:7][N:8]2[C:12]([NH2:13])=[N:11][C:10]([NH2:14])=[N:9]2)=[CH:5][CH:4]=1.Br[C:18]1[C:19](=[O:26])[N:20]([CH3:25])[N:21]=[C:22]([Cl:24])[CH:23]=1.C([O-])([O-])=O.[K+].[K+]. Product: [NH2:13][C:12]1[N:8]([CH2:7][C:6]2[CH:5]=[CH:4][C:3]([O:2][CH3:1])=[CH:16][CH:15]=2)[N:9]=[C:10]([NH:14][C:18]2[C:19](=[O:26])[N:20]([CH3:25])[N:21]=[C:22]([Cl:24])[CH:23]=2)[N:11]=1. The catalyst class is: 179. (6) Reactant: Br[C:2]1[CH:6]=[C:5]([C:7]#[C:8][C:9]([CH3:12])([CH3:11])[CH3:10])[S:4][C:3]=1[C:13]([O:15][CH3:16])=[O:14].[N:17]1([CH:22]([CH3:25])[CH2:23][NH2:24])[CH:21]=[CH:20][CH:19]=[N:18]1.C(=O)([O-])[O-].[Cs+].[Cs+].COC1C=CC=C(OC)C=1C1C=CC=CC=1P(C1CCCCC1)C1CCCCC1. Product: [CH3:10][C:9]([CH3:12])([CH3:11])[C:8]#[C:7][C:5]1[S:4][C:3]([C:13]([O:15][CH3:16])=[O:14])=[C:2]([NH:24][CH2:23][CH:22]([N:17]2[CH:21]=[CH:20][CH:19]=[N:18]2)[CH3:25])[CH:6]=1. The catalyst class is: 102. (7) Reactant: [Cl:1][C:2]1[CH:3]=[CH:4][C:5]([O:28][CH2:29][CH:30]([CH3:32])[CH3:31])=[C:6]([CH2:8][N:9]2[C:13]([CH3:14])=[CH:12][C:11]([C:15]([NH:17][C:18]3[CH:23]=[CH:22][C:21]([CH:24]=O)=[C:20]([O:26][CH3:27])[CH:19]=3)=[O:16])=[N:10]2)[CH:7]=1.[CH2:33]([NH2:35])[CH3:34].C(O[BH-](OC(=O)C)OC(=O)C)(=O)C.[Na+].C(OCC)(=O)C. Product: [ClH:1].[Cl:1][C:2]1[CH:3]=[CH:4][C:5]([O:28][CH2:29][CH:30]([CH3:31])[CH3:32])=[C:6]([CH2:8][N:9]2[C:13]([CH3:14])=[CH:12][C:11]([C:15]([NH:17][C:18]3[CH:23]=[CH:22][C:21]([CH2:24][NH:35][CH2:33][CH3:34])=[C:20]([O:26][CH3:27])[CH:19]=3)=[O:16])=[N:10]2)[CH:7]=1. The catalyst class is: 334. (8) Reactant: Br.[C:2]1([N:8]2[CH2:12][C:11]3([CH2:17][CH2:16][NH:15][CH2:14][CH2:13]3)[O:10][C:9]2=[O:18])[CH:7]=[CH:6][CH:5]=[CH:4][CH:3]=1.Cl[C:20]1[NH:24][C:23]2[CH:25]=[C:26]([Cl:30])[C:27]([Cl:29])=[CH:28][C:22]=2[N:21]=1.C(N(C(C)C)CC)(C)C. Product: [Cl:29][C:27]1[C:26]([Cl:30])=[CH:25][C:23]2[NH:24][C:20]([N:15]3[CH2:14][CH2:13][C:11]4([O:10][C:9](=[O:18])[N:8]([C:2]5[CH:3]=[CH:4][CH:5]=[CH:6][CH:7]=5)[CH2:12]4)[CH2:17][CH2:16]3)=[N:21][C:22]=2[CH:28]=1. The catalyst class is: 16. (9) Reactant: [NH2:1][C:2]1[C:11]2[N:12]=[C:13]([CH2:21][CH2:22][CH3:23])[N:14]([CH2:15][C:16]([O:18]CC)=O)[C:10]=2[C:9]2[CH:8]=[CH:7][CH:6]=[CH:5][C:4]=2[N:3]=1.[NH3:24].[Cl-].[NH4+]. Product: [NH2:1][C:2]1[C:11]2[N:12]=[C:13]([CH2:21][CH2:22][CH3:23])[N:14]([CH2:15][C:16]([NH2:24])=[O:18])[C:10]=2[C:9]2[CH:8]=[CH:7][CH:6]=[CH:5][C:4]=2[N:3]=1. The catalyst class is: 5. (10) Reactant: [Cl:1][C:2]1[C:3]([F:46])=[C:4]([C@@H:8]2[C@:12]([C:15]3[CH:20]=[CH:19][C:18]([Cl:21])=[CH:17][C:16]=3[F:22])([C:13]#[N:14])[C@H:11]([CH2:23][C:24]([CH3:27])([CH3:26])[CH3:25])[NH:10][C@H:9]2[C:28]([NH:30][C:31]2[CH:43]=[CH:42][C:34]([C:35]([O:37][CH2:38][C:39]([OH:41])=O)=[O:36])=[CH:33][C:32]=2[O:44][CH3:45])=[O:29])[CH:5]=[CH:6][CH:7]=1.CN(C(ON1N=NC2C=CC=NC1=2)=[N+](C)C)C.F[P-](F)(F)(F)(F)F.CCN(C(C)C)C(C)C.[NH2:80][CH2:81][CH2:82][O:83][CH2:84][CH2:85][O:86][CH2:87][CH2:88][O:89][CH2:90][CH2:91][OH:92]. Product: [OH:92][CH2:91][CH2:90][O:89][CH2:88][CH2:87][O:86][CH2:85][CH2:84][O:83][CH2:82][CH2:81][NH:80][C:39]([CH2:38][O:37][C:35](=[O:36])[C:34]1[CH:42]=[CH:43][C:31]([NH:30][C:28]([C@H:9]2[C@H:8]([C:4]3[CH:5]=[CH:6][CH:7]=[C:2]([Cl:1])[C:3]=3[F:46])[C@:12]([C:15]3[CH:20]=[CH:19][C:18]([Cl:21])=[CH:17][C:16]=3[F:22])([C:13]#[N:14])[C@H:11]([CH2:23][C:24]([CH3:25])([CH3:26])[CH3:27])[NH:10]2)=[O:29])=[C:32]([O:44][CH3:45])[CH:33]=1)=[O:41]. The catalyst class is: 7.